From a dataset of Full USPTO retrosynthesis dataset with 1.9M reactions from patents (1976-2016). Predict the reactants needed to synthesize the given product. (1) Given the product [CH:5]1[CH:4]=[CH:3][C:2]([NH:1][C:22]([CH2:7][CH2:2][CH2:3][CH2:4][CH2:18][CH2:19][C:12]([NH:20][OH:21])=[O:11])=[O:23])=[CH:7][CH:6]=1, predict the reactants needed to synthesize it. The reactants are: [NH2:1][C:2]1[CH:7]=[CH:6][CH:5]=[CH:4][CH:3]=1.ClC([O:11][CH3:12])=O.C(N([CH2:18][CH3:19])CC)C.[NH2:20][OH:21].[CH3:22][OH:23]. (2) Given the product [NH:1]1[C:9]2[C:4](=[CH:5][C:6]([NH:10][C:11]3[C:20]4[C:15](=[CH:16][CH:17]=[CH:18][CH:19]=4)[N:14]=[C:13]([C:21]4[CH:22]=[C:23]([CH:29]=[CH:30][CH:31]=4)[O:24][CH2:25][C:26]([NH:77][CH2:76][C:75]([CH3:79])([CH3:78])[CH3:74])=[O:28])[N:12]=3)=[CH:7][CH:8]=2)[CH:3]=[N:2]1, predict the reactants needed to synthesize it. The reactants are: [NH:1]1[C:9]2[C:4](=[CH:5][C:6]([NH:10][C:11]3[C:20]4[C:15](=[CH:16][CH:17]=[CH:18][CH:19]=4)[N:14]=[C:13]([C:21]4[CH:22]=[C:23]([CH:29]=[CH:30][CH:31]=4)[O:24][CH2:25][C:26]([OH:28])=O)[N:12]=3)=[CH:7][CH:8]=2)[CH:3]=[N:2]1.C1CN([P+](ON2N=NC3C=CC=CC2=3)(N2CCCC2)N2CCCC2)CC1.F[P-](F)(F)(F)(F)F.CCN(C(C)C)C(C)C.[CH3:74][C:75]([CH3:79])([CH3:78])[CH2:76][NH2:77].